Predict the product of the given reaction. From a dataset of Forward reaction prediction with 1.9M reactions from USPTO patents (1976-2016). (1) Given the reactants Br.Br[CH:3]1[C:8](=O)[CH2:7][CH2:6][NH:5][CH2:4]1.[F:10][C:11]1[CH:12]=[C:13]([C:19](=[S:21])[NH2:20])[CH:14]=[CH:15][C:16]=1[O:17][CH3:18], predict the reaction product. The product is: [F:10][C:11]1[CH:12]=[C:13]([C:19]2[S:21][C:3]3[CH2:4][NH:5][CH2:6][CH2:7][C:8]=3[N:20]=2)[CH:14]=[CH:15][C:16]=1[O:17][CH3:18]. (2) The product is: [N:5]1([C:8]2[CH:9]=[CH:10][C:11]([NH:14][C:15]3[C:16]4[N:17]([N:29]=[CH:30][N:31]=4)[C:18]([C:21]4[CH:22]=[C:23]([C:26]([NH2:28])=[O:27])[S:24][CH:25]=4)=[CH:19][N:20]=3)=[CH:12][CH:13]=2)[CH2:6][CH2:7][O:52][CH2:3][CH2:4]1. Given the reactants CN1[CH2:7][CH2:6][N:5]([C:8]2[CH:13]=[CH:12][C:11]([NH:14][C:15]3[C:16]4[N:17]([N:29]=[CH:30][N:31]=4)[C:18]([C:21]4[CH:22]=[C:23]([C:26]([NH2:28])=[O:27])[S:24][CH:25]=4)=[CH:19][N:20]=3)=[CH:10][CH:9]=2)[CH2:4][CH2:3]1.BrC1N2N=CN=C2C(NC2C=CC(N3CC[O:52]CC3)=CC=2)=NC=1.CC1(C)C(C)(C)OB(C2C=C(C(N)=O)SC=2)O1.C([O-])([O-])=O.[Na+].[Na+], predict the reaction product.